Dataset: Forward reaction prediction with 1.9M reactions from USPTO patents (1976-2016). Task: Predict the product of the given reaction. The product is: [CH:21]1[C:22]2[C:17](=[C:16]([NH:15][C:13](=[O:14])/[CH:12]=[CH:11]/[CH:10]=[C:9](\[C:6]3[CH:7]=[CH:8][C:3]([CH2:1][N:36]4[CH2:40][CH2:39][CH2:38][CH2:37]4)=[CH:4][CH:5]=3)/[C:26]3[CH:31]=[CH:30][C:29]([C:32]([F:33])([F:34])[F:35])=[CH:28][CH:27]=3)[CH:25]=[CH:24][CH:23]=2)[CH:18]=[CH:19][N:20]=1. Given the reactants [CH:1]([C:3]1[CH:8]=[CH:7][C:6](/[C:9](/[C:26]2[CH:31]=[CH:30][C:29]([C:32]([F:35])([F:34])[F:33])=[CH:28][CH:27]=2)=[CH:10]\[CH:11]=[CH:12]\[C:13]([NH:15][C:16]2[CH:25]=[CH:24][CH:23]=[C:22]3[C:17]=2[CH:18]=[CH:19][N:20]=[CH:21]3)=[O:14])=[CH:5][CH:4]=1)=O.[NH:36]1[CH2:40][CH2:39][CH2:38][CH2:37]1.C(O[BH-](OC(=O)C)OC(=O)C)(=O)C.[Na+].O, predict the reaction product.